Dataset: Reaction yield outcomes from USPTO patents with 853,638 reactions. Task: Predict the reaction yield, written as a fraction of the theoretical maximum amount of product (1.0 means a 100% yield; for example, 0.34 means a 34% yield). The reactants are C([O:5][CH2:6][C:7]1[C:11]([C:12]([OH:14])=O)=[C:10]([CH3:15])[NH:9][N:8]=1)(C)(C)C.C(Cl)CCl.[CH:20]1[CH:21]=[CH:22]C2N(O)N=[N:26][C:24]=2[CH:25]=1.[NH:30]1CCCCC1.CCN(C(C)C)C(C)C. The catalyst is CN(C=O)C. The product is [NH:26]1[CH2:22][CH2:21][CH:20]([NH:30][C:12]([C:11]2[C:7]([CH2:6][OH:5])=[N:8][NH:9][C:10]=2[CH3:15])=[O:14])[CH2:25][CH2:24]1. The yield is 0.580.